Dataset: Forward reaction prediction with 1.9M reactions from USPTO patents (1976-2016). Task: Predict the product of the given reaction. (1) Given the reactants C[CH2:2][O:3][C:4]([C:6]([C:19]#[N:20])=NOC(N1CCOCC1)=[N+](C)C)=O.F[P-](F)(F)(F)(F)F.[CH3:28][CH2:29]N(C(C)C)C(C)C.[F:37][C:38]1[CH:43]=[CH:42][C:41]([C:44]2[C:45](=[O:58])[C:46]([C:55]([OH:57])=O)=[CH:47][N:48]([CH2:50][C:51]([F:54])([F:53])[F:52])[CH:49]=2)=[CH:40][CH:39]=1.CC1(C)C(C)(C)OB([C:67]2[CH:73]=[CH:72][C:70]([NH2:71])=[CH:69][CH:68]=2)O1.C[N:76](C=O)C, predict the reaction product. The product is: [NH2:76][C:19]1[C:6]([C:67]2[CH:68]=[CH:69][C:70]([NH:71][C:55]([C:46]3[C:45](=[O:58])[C:44]([C:41]4[CH:42]=[CH:43][C:38]([F:37])=[CH:39][CH:40]=4)=[CH:49][N:48]([CH2:50][C:51]([F:53])([F:54])[F:52])[CH:47]=3)=[O:57])=[CH:72][CH:73]=2)=[C:4]([O:3][CH3:2])[CH:29]=[CH:28][N:20]=1. (2) Given the reactants [Cl:1][C:2]1[CH:7]=[CH:6][C:5](B(O)O)=[CH:4][C:3]=1[C:11]([NH:13][CH2:14][C:15]12[CH2:24][CH:19]3[CH2:20][CH:21]([CH2:23][CH:17]([CH2:18]3)[CH2:16]1)[CH2:22]2)=[O:12].Br[C:26]1[C:27]([N:32]2[CH2:37][CH2:36][CH:35]([C:38]([O:40][CH2:41][CH3:42])=[O:39])[CH2:34][CH2:33]2)=[N:28][CH:29]=[CH:30][CH:31]=1.C(=O)([O-])[O-].[K+].[K+].C(O)C, predict the reaction product. The product is: [Cl:1][C:2]1[CH:7]=[CH:6][C:5]([C:26]2[C:27]([N:32]3[CH2:33][CH2:34][CH:35]([C:38]([O:40][CH2:41][CH3:42])=[O:39])[CH2:36][CH2:37]3)=[N:28][CH:29]=[CH:30][CH:31]=2)=[CH:4][C:3]=1[C:11]([NH:13][CH2:14][C:15]12[CH2:24][CH:19]3[CH2:20][CH:21]([CH2:23][CH:17]([CH2:18]3)[CH2:16]1)[CH2:22]2)=[O:12]. (3) Given the reactants Br[CH2:2][C:3]([NH:5][C:6]1[CH:10]=[C:9]([CH3:11])[N:8]([CH:12]2[CH2:17][CH2:16][CH2:15][CH2:14][O:13]2)[N:7]=1)=[O:4].[CH3:18][C:19]1[N:23]([CH:24]2[CH2:29][CH2:28][CH2:27][CH2:26][O:25]2)[N:22]=[C:21]([NH2:30])[CH:20]=1.C(=O)([O-])[O-].[K+].[K+], predict the reaction product. The product is: [CH3:11][C:9]1[N:8]([CH:12]2[CH2:17][CH2:16][CH2:15][CH2:14][O:13]2)[N:7]=[C:6]([NH:5][C:3](=[O:4])[CH2:2][NH:30][C:21]2[CH:20]=[C:19]([CH3:18])[N:23]([CH:24]3[CH2:29][CH2:28][CH2:27][CH2:26][O:25]3)[N:22]=2)[CH:10]=1. (4) Given the reactants C(NC(C)C)(C)C.[Li]CCCC.[F:13][C:14]1[C:15]([C:21]#[N:22])=[N:16][CH:17]=[C:18]([F:20])[CH:19]=1.[I:23]I, predict the reaction product. The product is: [F:13][C:14]1[C:15]([C:21]#[N:22])=[N:16][CH:17]=[C:18]([F:20])[C:19]=1[I:23]. (5) Given the reactants [CH3:1][O:2][C:3]1[CH:8]=[CH:7][C:6]([N:9]([CH3:27])[C:10]([N:12]2[CH2:17][CH2:16][CH:15]([C:18](=[O:26])[C:19]3[CH:24]=[CH:23][C:22](Br)=[CH:21][CH:20]=3)[CH2:14][CH2:13]2)=[O:11])=[CH:5][CH:4]=1.[N:28]1([CH2:33][CH2:34][N:35]2[CH:39]=[C:38](B3OC(C)(C)C(C)(C)O3)[CH:37]=[N:36]2)[CH2:32][CH2:31][CH2:30][CH2:29]1.C(=O)([O-])[O-].[Cs+].[Cs+].ClCCl, predict the reaction product. The product is: [CH3:1][O:2][C:3]1[CH:8]=[CH:7][C:6]([N:9]([CH3:27])[C:10]([N:12]2[CH2:17][CH2:16][CH:15]([C:18](=[O:26])[C:19]3[CH:24]=[CH:23][C:22]([C:38]4[CH:37]=[N:36][N:35]([CH2:34][CH2:33][N:28]5[CH2:32][CH2:31][CH2:30][CH2:29]5)[CH:39]=4)=[CH:21][CH:20]=3)[CH2:14][CH2:13]2)=[O:11])=[CH:5][CH:4]=1. (6) The product is: [NH2:29][C:26]1[CH:25]=[CH:24][C:23]([CH2:22][N:19]2[CH2:20][CH2:21][N:17]([C:4]3[S:5][C:6]([C:7]([NH:8][CH2:9][C:10]4[CH:11]=[N:12][CH:13]=[CH:14][CH:15]=4)=[O:16])=[C:2]([CH3:1])[CH:3]=3)[C:18]2=[O:37])=[CH:28][CH:27]=1. Given the reactants [CH3:1][C:2]1[CH:3]=[C:4]([N:17]2[CH2:21][CH2:20][N:19]([CH2:22][C:23]3[CH:28]=[CH:27][C:26]([NH:29]C(=O)OC(C)(C)C)=[CH:25][CH:24]=3)[C:18]2=[O:37])[S:5][C:6]=1[C:7](=[O:16])[NH:8][CH2:9][C:10]1[CH:11]=[N:12][CH:13]=[CH:14][CH:15]=1.FC(F)(F)C(O)=O, predict the reaction product. (7) The product is: [CH2:9]([O:16][CH2:17][CH:18]([CH3:19])[O:20][Si:1]([C:4]([CH3:7])([CH3:6])[CH3:5])([CH3:3])[CH3:2])[C:10]1[CH:15]=[CH:14][CH:13]=[CH:12][CH:11]=1. Given the reactants [Si:1](Cl)([C:4]([CH3:7])([CH3:6])[CH3:5])([CH3:3])[CH3:2].[CH2:9]([O:16][CH2:17][CH:18]([OH:20])[CH3:19])[C:10]1[CH:15]=[CH:14][CH:13]=[CH:12][CH:11]=1.N1C=CN=C1, predict the reaction product. (8) Given the reactants Cl[C:2]1[CH:7]=[C:6]([C:8]2[CH:13]=[CH:12][CH:11]=[C:10]([CH3:14])[C:9]=2[CH3:15])[N:5]=[C:4]([NH2:16])[N:3]=1.Cl.[Cl:18][C:19]1[CH:24]=[CH:23][C:22]([C:25]2([CH2:28][NH2:29])[CH2:27][CH2:26]2)=[CH:21][CH:20]=1.CCN(C(C)C)C(C)C, predict the reaction product. The product is: [Cl:18][C:19]1[CH:20]=[CH:21][C:22]([C:25]2([CH2:28][NH:29][C:2]3[CH:7]=[C:6]([C:8]4[CH:13]=[CH:12][CH:11]=[C:10]([CH3:14])[C:9]=4[CH3:15])[N:5]=[C:4]([NH2:16])[N:3]=3)[CH2:26][CH2:27]2)=[CH:23][CH:24]=1. (9) Given the reactants [NH:1]1[CH2:6][CH2:5][C:4]2([C:14]3[C:9](=[CH:10][CH:11]=[CH:12][CH:13]=3)[CH:8]=[CH:7]2)[CH2:3][CH2:2]1.C(=O)([O-])O.[Na+].[Br:20][CH2:21][C:22](Br)=[O:23].O, predict the reaction product. The product is: [Br:20][CH2:21][C:22]([N:1]1[CH2:6][CH2:5][C:4]2([C:14]3[C:9](=[CH:10][CH:11]=[CH:12][CH:13]=3)[CH:8]=[CH:7]2)[CH2:3][CH2:2]1)=[O:23]. (10) Given the reactants [CH3:1][O:2][C:3]1[CH:4]=[C:5]([CH:10]=[CH:11][C:12]=1[O:13][CH2:14][CH2:15][O:16][C:17]([F:20])([F:19])[F:18])[C:6]([O:8]C)=[O:7].[Li+].[OH-], predict the reaction product. The product is: [CH3:1][O:2][C:3]1[CH:4]=[C:5]([CH:10]=[CH:11][C:12]=1[O:13][CH2:14][CH2:15][O:16][C:17]([F:18])([F:19])[F:20])[C:6]([OH:8])=[O:7].